Dataset: Forward reaction prediction with 1.9M reactions from USPTO patents (1976-2016). Task: Predict the product of the given reaction. (1) Given the reactants [Cl:1][C:2]1[CH:3]=[C:4](OS(C(F)(F)F)(=O)=O)[CH:5]=[CH:6][C:7]=1[CH:8]([CH3:28])[C:9]([C:15]1[CH:16]=[CH:17][C:18]2[O:23][CH2:22][C:21](=[O:24])[N:20]([CH2:25][CH3:26])[C:19]=2[CH:27]=1)([OH:14])[C:10]([F:13])([F:12])[F:11].[F:37][C:38]1[CH:39]=[C:40](B(O)O)[CH:41]=[CH:42][C:43]=1[C:44]([O:46][CH3:47])=[O:45], predict the reaction product. The product is: [CH3:47][O:46][C:44]([C:43]1[CH:42]=[CH:41][C:40]([C:4]2[CH:5]=[CH:6][C:7]([CH:8]([CH3:28])[C:9]([C:15]3[CH:16]=[CH:17][C:18]4[O:23][CH2:22][C:21](=[O:24])[N:20]([CH2:25][CH3:26])[C:19]=4[CH:27]=3)([OH:14])[C:10]([F:11])([F:12])[F:13])=[C:2]([Cl:1])[CH:3]=2)=[CH:39][C:38]=1[F:37])=[O:45]. (2) Given the reactants [NH2:1][N:2]1[C:13](=[O:14])[C:12]2[C:15]3[N:4]([CH:5]([CH3:18])[CH2:6][O:7][C:8]=3[C:9](F)=[C:10]([F:16])[CH:11]=2)[C:3]1=[O:19].[C:20]([O:24][C:25](=[O:34])[NH:26][C@@H:27]([C@H:29]1[CH2:33][CH2:32][NH:31][CH2:30]1)[CH3:28])([CH3:23])([CH3:22])[CH3:21].C(N(CC)CC)C, predict the reaction product. The product is: [C:20]([O:24][C:25](=[O:34])[NH:26][C@H:27]([C@@H:29]1[CH2:33][CH2:32][N:31]([C:9]2[C:8]3=[C:15]4[C:12]([C:13](=[O:14])[N:2]([NH2:1])[C:3](=[O:19])[N:4]4[CH:5]([CH3:18])[CH2:6][O:7]3)=[CH:11][C:10]=2[F:16])[CH2:30]1)[CH3:28])([CH3:21])([CH3:22])[CH3:23]. (3) Given the reactants COC1N=CC(C2N(C3C=CC=CN=3)C=C(C(O)=O)N=2)=CC=1.C1CN(CF)CC1.Cl.[CH3:31][O:32][C:33]1[N:38]=[CH:37][C:36]([C:39]2[N:40]([C:53]3[CH:58]=[CH:57][CH:56]=[CH:55][N:54]=3)[CH:41]=[C:42]([C:44]([N:46]3[CH2:51][CH2:50][CH2:49][C@@H:48]([F:52])[CH2:47]3)=[O:45])[N:43]=2)=[CH:35][CH:34]=1, predict the reaction product. The product is: [CH3:31][O:32][C:33]1[N:38]=[CH:37][C:36]([C:39]2[N:40]([C:53]3[CH:58]=[CH:57][CH:56]=[CH:55][N:54]=3)[CH:41]=[C:42]([C:44]([N:46]3[CH2:51][CH2:50][CH2:49][C@H:47]3[CH2:48][F:52])=[O:45])[N:43]=2)=[CH:35][CH:34]=1. (4) Given the reactants [H-].[Na+].[O:3]=[C:4]([CH2:12][C:13]1[CH:18]=[CH:17][CH:16]=[CH:15][CH:14]=1)[CH2:5]P(=O)(OC)OC.[CH3:19][O:20][C:21](=[O:37])[CH2:22][CH2:23][CH2:24][CH:25]=[CH:26][CH2:27][N:28]1[C:33](=[O:34])[CH2:32][CH2:31][CH2:30][C@@H:29]1[CH:35]=O, predict the reaction product. The product is: [CH3:19][O:20][C:21](=[O:37])[CH2:22][CH2:23][CH2:24][CH:25]=[CH:26][CH2:27][N:28]1[C@@H:29](/[CH:35]=[CH:5]/[C:4](=[O:3])[CH2:12][C:13]2[CH:14]=[CH:15][CH:16]=[CH:17][CH:18]=2)[CH2:30][CH2:31][CH2:32][C:33]1=[O:34].